Dataset: Reaction yield outcomes from USPTO patents with 853,638 reactions. Task: Predict the reaction yield, written as a fraction of the theoretical maximum amount of product (1.0 means a 100% yield; for example, 0.34 means a 34% yield). (1) The reactants are [Cl:1][C:2]1[N:20]=[CH:19][C:5]2[C:6]3[N:7]([CH:11]=[C:12]([C:14]4[NH:15][CH:16]=[CH:17][N:18]=4)[N:13]=3)[CH2:8][CH2:9][O:10][C:4]=2[CH:3]=1.C([O-])([O-])=O.[Cs+].[Cs+].[CH:27](I)([CH3:29])[CH3:28]. The catalyst is CN(C)C=O.O.CCOC(C)=O. The product is [Cl:1][C:2]1[N:20]=[CH:19][C:5]2[C:6]3[N:7]([CH:11]=[C:12]([C:14]4[N:18]([CH:27]([CH3:29])[CH3:28])[CH:17]=[CH:16][N:15]=4)[N:13]=3)[CH2:8][CH2:9][O:10][C:4]=2[CH:3]=1. The yield is 0.480. (2) The reactants are [OH:1][CH2:2][C@H:3]([NH:21][C:22](=[O:28])[O:23][C:24]([CH3:27])([CH3:26])[CH3:25])[C@H:4]([OH:20])[C:5]#[C:6][CH2:7][CH2:8][CH2:9][CH2:10][CH2:11][CH2:12][CH2:13][CH2:14][CH2:15][CH2:16][CH2:17][CH2:18][CH3:19].C1(C)C=CC=CC=1.[H-].COCCO[Al+]OCCOC.[Na+].[H-].Cl. The catalyst is C1COCC1. The product is [C:24]([O:23][C:22]([NH:21][C@H:3]([C@@H:4](/[CH:5]=[CH:6]/[CH2:7][CH2:8][CH2:9][CH2:10][CH2:11][CH2:12][CH2:13][CH2:14][CH2:15][CH2:16][CH2:17][CH2:18][CH3:19])[OH:20])[CH2:2][OH:1])=[O:28])([CH3:27])([CH3:26])[CH3:25]. The yield is 0.640. (3) The reactants are [CH3:1][C:2]1[CH:6]=[CH:5][O:4][C:3]=1[C:7]([O:9][CH3:10])=[O:8].C=O.[CH2:13](Cl)[Cl:14]. The product is [Cl:14][CH2:13][C:5]1[O:4][C:3]([C:7]([O:9][CH3:10])=[O:8])=[C:2]([CH3:1])[CH:6]=1. The catalyst is [Cl-].[Zn+2].[Cl-]. The yield is 0.770. (4) The reactants are [CH2:1]([O:8][CH2:9][N:10]1[C:15](=[O:16])[C:14]([Br:17])=[N:13][N:12]([CH2:18][C:19](F)(F)C2C=CC=CC=2)[C:11]1=[O:28])[C:2]1[CH:7]=[CH:6][CH:5]=[CH:4][CH:3]=1.[CH:29]1[C:41]2[N:40](CCO)[C:39]3[C:34](=[CH:35][CH:36]=[CH:37][CH:38]=3)[C:33]=2[CH:32]=[CH:31][CH:30]=1. No catalyst specified. The product is [CH:38]1[C:39]2[N:40]([CH2:19][CH2:18][N:12]3[C:11](=[O:28])[N:10]([CH2:9][O:8][CH2:1][C:2]4[CH:3]=[CH:4][CH:5]=[CH:6][CH:7]=4)[C:15](=[O:16])[C:14]([Br:17])=[N:13]3)[C:41]3[C:33](=[CH:32][CH:31]=[CH:30][CH:29]=3)[C:34]=2[CH:35]=[CH:36][CH:37]=1. The yield is 0.620.